Dataset: Full USPTO retrosynthesis dataset with 1.9M reactions from patents (1976-2016). Task: Predict the reactants needed to synthesize the given product. (1) Given the product [CH:1]1([N:7]2[CH2:12][CH2:11][CH2:10][C@@H:9]([NH:13][C:14]3[N:15]=[CH:16][C:17](/[CH:20]=[CH:21]/[C:22]([OH:24])=[O:23])=[N:18][CH:19]=3)[CH2:8]2)[CH2:2][CH2:3][CH2:4][CH2:5][CH2:6]1, predict the reactants needed to synthesize it. The reactants are: [CH:1]1([N:7]2[CH2:12][CH2:11][CH2:10][C@@H:9]([NH:13][C:14]3[N:15]=[CH:16][C:17](/[CH:20]=[CH:21]/[C:22]([O:24]CC)=[O:23])=[N:18][CH:19]=3)[CH2:8]2)[CH2:6][CH2:5][CH2:4][CH2:3][CH2:2]1.[OH-].[Na+].Cl. (2) Given the product [OH:1][CH2:2][CH2:3][N:4]([CH2:31][C:30]1[CH:29]=[CH:28][C:27]([C:25]2[S:26][C:19]3[C:18]([NH:17][C:13]4[CH:12]=[C:11]5[C:16](=[CH:15][CH:14]=4)[NH:8][CH:9]=[CH:10]5)=[N:23][CH:22]=[N:21][C:20]=3[CH:24]=2)=[CH:34][CH:33]=1)[CH2:5][CH2:6][OH:7], predict the reactants needed to synthesize it. The reactants are: [OH:1][CH2:2][CH2:3][NH:4][CH2:5][CH2:6][OH:7].[NH:8]1[C:16]2[C:11](=[CH:12][C:13]([NH:17][C:18]3[C:19]4[S:26][C:25]([C:27]5[CH:34]=[CH:33][C:30]([CH:31]=O)=[CH:29][CH:28]=5)=[CH:24][C:20]=4[N:21]=[CH:22][N:23]=3)=[CH:14][CH:15]=2)[CH:10]=[CH:9]1.Cl. (3) Given the product [Br:19][CH2:1][C:2]1[CH:3]=[C:4]2[C:9](=[CH:10][CH:11]=1)[N:8]=[CH:7][CH:6]=[CH:5]2, predict the reactants needed to synthesize it. The reactants are: [CH3:1][C:2]1[CH:3]=[C:4]2[C:9](=[CH:10][CH:11]=1)[N:8]=[CH:7][CH:6]=[CH:5]2.C1C(=O)N([Br:19])C(=O)C1.C(OOC(=O)C1C=CC=CC=1)(=O)C1C=CC=CC=1. (4) Given the product [OH:21][CH2:20][C@H:11]1[O:10][C:9]([CH3:30])([CH3:29])[N:8]([C:6]([O:5][C:1]([CH3:2])([CH3:3])[CH3:4])=[O:7])[C@H:12]1[CH2:13][C:14]1[N:15]=[C:16]([CH3:19])[S:17][CH:18]=1, predict the reactants needed to synthesize it. The reactants are: [C:1]([O:5][C:6]([N:8]1[C@@H:12]([CH2:13][C:14]2[N:15]=[C:16]([CH3:19])[S:17][CH:18]=2)[C@@H:11]([CH2:20][O:21][Si](C(C)(C)C)(C)C)[O:10][C:9]1([CH3:30])[CH3:29])=[O:7])([CH3:4])([CH3:3])[CH3:2].[OH:21][CH2:20][C@H:11]1[O:10][C:9]([CH3:30])([CH3:29])[N:8]([C:6]([O:5][C:1]([CH3:3])([CH3:4])[CH3:2])=[O:7])[C@H:12]1[CH2:13][C:14]1[N:15]=[C:16]([CH3:19])[S:17][CH:18]=1.CCCC[N+](CCCC)(CCCC)CCCC.[F-].